Dataset: Forward reaction prediction with 1.9M reactions from USPTO patents (1976-2016). Task: Predict the product of the given reaction. (1) Given the reactants [C:1]1([S:7]([CH:10]([C:17]2[O:18][C:19]([CH3:22])=[N:20][N:21]=2)[CH:11]2[CH2:15][CH2:14][C:13](=[O:16])[CH2:12]2)(=[O:9])=[O:8])[CH:6]=[CH:5][CH:4]=[CH:3][CH:2]=1.[H-].[Na+].[CH3:25]I, predict the reaction product. The product is: [C:1]1([S:7]([C:10]([CH:11]2[CH2:15][CH2:14][C:13](=[O:16])[CH2:12]2)([C:17]2[O:18][C:19]([CH3:22])=[N:20][N:21]=2)[CH3:25])(=[O:9])=[O:8])[CH:2]=[CH:3][CH:4]=[CH:5][CH:6]=1. (2) Given the reactants [CH2:1]([O:8][NH:9][C:10]([C:12]1[C:13](Cl)=[N:14][C:15]([Cl:19])=[C:16]([F:18])[CH:17]=1)=[O:11])[C:2]1[CH:7]=[CH:6][CH:5]=[CH:4][CH:3]=1.[H-].[Na+].[F:23][C:24]1[CH:29]=[C:28]([F:30])[CH:27]=[CH:26][C:25]=1[N:31]=[C:32]=[O:33], predict the reaction product. The product is: [CH2:1]([O:8][N:9]1[C:10](=[O:11])[C:12]2[CH:17]=[C:16]([F:18])[C:15]([Cl:19])=[N:14][C:13]=2[N:31]([C:25]2[CH:26]=[CH:27][C:28]([F:30])=[CH:29][C:24]=2[F:23])[C:32]1=[O:33])[C:2]1[CH:7]=[CH:6][CH:5]=[CH:4][CH:3]=1.